Regression. Given two drug SMILES strings and cell line genomic features, predict the synergy score measuring deviation from expected non-interaction effect. From a dataset of Merck oncology drug combination screen with 23,052 pairs across 39 cell lines. (1) Drug 1: CCC1=CC2CN(C1)Cc1c([nH]c3ccccc13)C(C(=O)OC)(c1cc3c(cc1OC)N(C)C1C(O)(C(=O)OC)C(OC(C)=O)C4(CC)C=CCN5CCC31C54)C2. Drug 2: C=CCn1c(=O)c2cnc(Nc3ccc(N4CCN(C)CC4)cc3)nc2n1-c1cccc(C(C)(C)O)n1. Cell line: DLD1. Synergy scores: synergy=4.81. (2) Drug 1: Nc1ccn(C2OC(CO)C(O)C2(F)F)c(=O)n1. Drug 2: CCc1cnn2c(NCc3ccc[n+]([O-])c3)cc(N3CCCCC3CCO)nc12. Cell line: LNCAP. Synergy scores: synergy=-5.88. (3) Drug 1: Nc1ccn(C2OC(CO)C(O)C2(F)F)c(=O)n1. Drug 2: CNC(=O)c1cc(Oc2ccc(NC(=O)Nc3ccc(Cl)c(C(F)(F)F)c3)cc2)ccn1. Cell line: OCUBM. Synergy scores: synergy=-8.54. (4) Drug 1: CC(=O)OC1C(=O)C2(C)C(O)CC3OCC3(OC(C)=O)C2C(OC(=O)c2ccccc2)C2(O)CC(OC(=O)C(O)C(NC(=O)c3ccccc3)c3ccccc3)C(C)=C1C2(C)C. Drug 2: CNC(=O)c1cc(Oc2ccc(NC(=O)Nc3ccc(Cl)c(C(F)(F)F)c3)cc2)ccn1. Cell line: OVCAR3. Synergy scores: synergy=-32.4. (5) Drug 1: O=S1(=O)NC2(CN1CC(F)(F)F)C1CCC2Cc2cc(C=CCN3CCC(C(F)(F)F)CC3)ccc2C1. Drug 2: Cc1nc(Nc2ncc(C(=O)Nc3c(C)cccc3Cl)s2)cc(N2CCN(CCO)CC2)n1. Cell line: ZR751. Synergy scores: synergy=-8.12.